Task: Predict the reaction yield, written as a fraction of the theoretical maximum amount of product (1.0 means a 100% yield; for example, 0.34 means a 34% yield).. Dataset: Reaction yield outcomes from USPTO patents with 853,638 reactions (1) The reactants are [CH2:1]([O:8][C:9]1[C:13]([C:14](OCC)=[O:15])=[CH:12][N:11]([CH2:19][CH3:20])[N:10]=1)[C:2]1[CH:7]=[CH:6][CH:5]=[CH:4][CH:3]=1.[H-].[Al+3].[Li+].[H-].[H-].[H-].Cl. The catalyst is O1CCCC1. The product is [CH2:1]([O:8][C:9]1[C:13]([CH2:14][OH:15])=[CH:12][N:11]([CH2:19][CH3:20])[N:10]=1)[C:2]1[CH:7]=[CH:6][CH:5]=[CH:4][CH:3]=1. The yield is 0.690. (2) The reactants are C([O:11][C@@H:12]([C:16]1[CH:21]=[CH:20][CH:19]=[C:18]([O:22][CH2:23][CH:24]2[CH2:29][CH2:28][CH2:27][CH2:26][CH2:25]2)[CH:17]=1)[CH2:13][CH2:14][NH2:15])(=O)C(C1C=CC=CC=1)O.[Cl-:30].[Na+].Cl.CC(O)C. The catalyst is C(OC(C)C)(=O)C.[OH-].[Na+]. The product is [ClH:30].[NH2:15][CH2:14][CH2:13][C@H:12]([C:16]1[CH:21]=[CH:20][CH:19]=[C:18]([O:22][CH2:23][CH:24]2[CH2:29][CH2:28][CH2:27][CH2:26][CH2:25]2)[CH:17]=1)[OH:11]. The yield is 0.894. (3) The reactants are [O:1]=[C:2]1[NH:6][C:5](=[O:7])[C:4]2([CH2:12][CH2:11][N:10]([C:13]([O:15][C:16]([CH3:19])([CH3:18])[CH3:17])=[O:14])[CH2:9][CH2:8]2)[NH:3]1.[C:20](=O)([O-])[O-].[K+].[K+].CI. The catalyst is CN(C=O)C. The product is [CH3:20][N:6]1[C:5](=[O:7])[C:4]2([CH2:8][CH2:9][N:10]([C:13]([O:15][C:16]([CH3:19])([CH3:18])[CH3:17])=[O:14])[CH2:11][CH2:12]2)[NH:3][C:2]1=[O:1]. The yield is 0.950.